Dataset: Catalyst prediction with 721,799 reactions and 888 catalyst types from USPTO. Task: Predict which catalyst facilitates the given reaction. (1) Reactant: [N:1]1[C:9]([NH2:10])=[C:8]2[C:4]([N:5]=[CH:6][NH:7]2)=[N:3][CH:2]=1.[C:11]([N:18]1[CH2:23][CH2:22][CH:21](O)[CH2:20][CH2:19]1)([O:13][C:14]([CH3:17])([CH3:16])[CH3:15])=[O:12].C1(P(C2C=CC=CC=2)C2C=CC=CC=2)C=CC=CC=1.CC(OC(/N=N/C(OC(C)C)=O)=O)C. Product: [NH2:10][C:9]1[N:1]=[CH:2][N:3]=[C:4]2[C:8]=1[N:7]=[CH:6][N:5]2[CH:21]1[CH2:22][CH2:23][N:18]([C:11]([O:13][C:14]([CH3:17])([CH3:16])[CH3:15])=[O:12])[CH2:19][CH2:20]1. The catalyst class is: 1. (2) Reactant: [Br:1][C:2]1[CH:11]=[CH:10][C:9]2[N:8]=[CH:7][C:6]3[NH:12][C:13](=[O:26])[N:14]([C:15]4[CH:20]=[CH:19][C:18]([C:21]([CH3:25])([CH3:24])[C:22]#[N:23])=[CH:17][CH:16]=4)[C:5]=3[C:4]=2[CH:3]=1.C(N(CC)CC)C.[S:34]1[CH:38]=[CH:37][CH:36]=[C:35]1[S:39](Cl)(=[O:41])=[O:40].O. Product: [Br:1][C:2]1[CH:11]=[CH:10][C:9]2[N:8]=[CH:7][C:6]3[N:12]([S:39]([C:35]4[S:34][CH:38]=[CH:37][CH:36]=4)(=[O:41])=[O:40])[C:13](=[O:26])[N:14]([C:15]4[CH:20]=[CH:19][C:18]([C:21]([CH3:24])([CH3:25])[C:22]#[N:23])=[CH:17][CH:16]=4)[C:5]=3[C:4]=2[CH:3]=1. The catalyst class is: 4. (3) Reactant: C(O[C:5](=[O:7])C)(=O)C.C(O)=O.[NH2:11][C:12]1[CH:13]=[N:14][C:15]2[C:20]([C:21]=1[Cl:22])=[CH:19][CH:18]=[CH:17][CH:16]=2. Product: [Cl:22][C:21]1[C:20]2[C:15](=[CH:16][CH:17]=[CH:18][CH:19]=2)[N:14]=[CH:13][C:12]=1[NH:11][CH:5]=[O:7]. The catalyst class is: 7.